This data is from Forward reaction prediction with 1.9M reactions from USPTO patents (1976-2016). The task is: Predict the product of the given reaction. (1) Given the reactants Br[CH:2]1[CH2:8][CH2:7][CH2:6][C:5]2[CH:9]=[C:10]([N:13]3[CH2:17][C@H:16]([CH2:18][NH:19][C:20](=[O:22])[CH3:21])[O:15][C:14]3=[O:23])[CH:11]=[CH:12][C:4]=2[C:3]1=O.[Si]([O:32][CH2:33][CH2:34][CH2:35][NH:36][C:37](=S)[NH:38][NH2:39])(C(C)(C)C)(C)C, predict the reaction product. The product is: [OH:32][CH2:33][CH2:34][CH2:35][NH:36][C:37]1[C:2]2[CH2:8][CH2:7][CH2:6][C:5]3[CH:9]=[C:10]([N:13]4[CH2:17][C@H:16]([CH2:18][NH:19][C:20](=[O:22])[CH3:21])[O:15][C:14]4=[O:23])[CH:11]=[CH:12][C:4]=3[C:3]=2[NH:39][N:38]=1. (2) Given the reactants [CH3:1][C:2]1[C:7]([N+:8]([O-:10])=[O:9])=[CH:6][CH:5]=[C:4]([O:11][CH:12]2[CH2:16][CH2:15][NH:14][CH2:13]2)[N:3]=1.C(N(CC)CC)C.[C:24](Cl)(=[O:27])[CH2:25][CH3:26].O, predict the reaction product. The product is: [CH3:1][C:2]1[C:7]([N+:8]([O-:10])=[O:9])=[CH:6][CH:5]=[C:4]([O:11][CH:12]2[CH2:16][CH2:15][N:14]([C:24](=[O:27])[CH2:25][CH3:26])[CH2:13]2)[N:3]=1. (3) Given the reactants [O:1]1[C:5]2[CH:6]=[CH:7][CH:8]=[CH:9][C:4]=2[CH2:3][CH:2]1[CH2:10][N:11]1C(=O)C2C(=CC=CC=2)C1=O.NN, predict the reaction product. The product is: [O:1]1[C:5]2[CH:6]=[CH:7][CH:8]=[CH:9][C:4]=2[CH2:3][CH:2]1[CH2:10][NH2:11]. (4) Given the reactants [CH2:1]1[CH2:6][CH2:5][N:4]([C:7]([CH2:9][C:10]#[N:11])=[O:8])[CH2:3][CH2:2]1.Br[CH2:13][CH3:14].[CH2:15]([Li])[CH2:16]CC.CCCCCC, predict the reaction product. The product is: [CH2:15]([C:9]([C:7]([N:4]1[CH2:5][CH2:6][CH2:1][CH2:2][CH2:3]1)=[O:8])([CH2:13][CH3:14])[C:10]#[N:11])[CH3:16]. (5) Given the reactants Br[C:2]1[CH:3]=[C:4]([F:15])[CH:5]=[C:6]2[C:10]=1[NH:9][C:8]([C:11]([NH2:13])=[O:12])=[C:7]2[CH3:14].[Cl:16][C:17]1[CH:22]=[CH:21][C:20](B(O)O)=[C:19]([F:26])[CH:18]=1, predict the reaction product. The product is: [Cl:16][C:17]1[CH:22]=[CH:21][C:20]([C:2]2[CH:3]=[C:4]([F:15])[CH:5]=[C:6]3[C:10]=2[NH:9][C:8]([C:11]([NH2:13])=[O:12])=[C:7]3[CH3:14])=[C:19]([F:26])[CH:18]=1.